This data is from Catalyst prediction with 721,799 reactions and 888 catalyst types from USPTO. The task is: Predict which catalyst facilitates the given reaction. (1) Reactant: [NH2:1][C:2]1[N:7]=[CH:6][N:5]=[C:4]2[N:8]([CH2:27][C@H:28]3[CH2:32][CH2:31][CH2:30][N:29]3[C:33](=[O:37])[CH2:34][C:35]#[N:36])[N:9]=[C:10]([C:11]3[CH:16]=[CH:15][C:14]([O:17][C:18]4[CH:23]=[CH:22][CH:21]=[C:20]([F:24])[C:19]=4[F:25])=[CH:13][C:12]=3[F:26])[C:3]=12.[CH:38]1([CH:41]=O)[CH2:40][CH2:39]1.N1CCCCC1. Product: [NH2:1][C:2]1[N:7]=[CH:6][N:5]=[C:4]2[N:8]([CH2:27][C@H:28]3[CH2:32][CH2:31][CH2:30][N:29]3[C:33]([C:34](=[CH:41][CH:38]3[CH2:40][CH2:39]3)[C:35]#[N:36])=[O:37])[N:9]=[C:10]([C:11]3[CH:16]=[CH:15][C:14]([O:17][C:18]4[CH:23]=[CH:22][CH:21]=[C:20]([F:24])[C:19]=4[F:25])=[CH:13][C:12]=3[F:26])[C:3]=12. The catalyst class is: 8. (2) Reactant: [CH3:1][C:2]1[CH:7]=[CH:6][CH:5]=[C:4]([CH3:8])[C:3]=1[CH2:9][NH:10][NH:11][C:12](=[O:15])OC.C(OC)(=O)[C:17]#[C:18][C:19]([O:21][CH3:22])=[O:20].C[O-].[Na+].Cl. Product: [CH3:8][C:4]1[CH:5]=[CH:6][CH:7]=[C:2]([CH3:1])[C:3]=1[CH2:9][N:10]1[C:18]([C:19]([O:21][CH3:22])=[O:20])=[CH:17][C:12]([OH:15])=[N:11]1. The catalyst class is: 5.